Dataset: Forward reaction prediction with 1.9M reactions from USPTO patents (1976-2016). Task: Predict the product of the given reaction. (1) Given the reactants C([O:3][C:4](=O)[C:5]1[CH:10]=[CH:9][C:8]([OH:11])=[C:7]([Cl:12])[CH:6]=1)C.[NH2:14][NH2:15], predict the reaction product. The product is: [Cl:12][C:7]1[CH:6]=[C:5]([CH:10]=[CH:9][C:8]=1[OH:11])[C:4]([NH:14][NH2:15])=[O:3]. (2) Given the reactants [H-].[K+].[C:3]1([C:9]2[CH:14]=[CH:13][C:12]([OH:15])=[CH:11][CH:10]=2)[CH:8]=[CH:7][CH:6]=[CH:5][CH:4]=1.[H][H].[Cl:18][CH:19]=[C:20](Cl)[Cl:21], predict the reaction product. The product is: [Cl:18][C:19]([O:15][C:12]1[CH:11]=[CH:10][C:9]([C:3]2[CH:4]=[CH:5][CH:6]=[CH:7][CH:8]=2)=[CH:14][CH:13]=1)=[CH:20][Cl:21]. (3) Given the reactants [C:1]1(=O)[CH2:6][CH2:5][CH2:4][CH2:3][CH2:2]1.C(O[BH-](OC(=O)C)OC(=O)C)(=O)C.[Na+].[NH2:22][C:23]1[CH:32]=[CH:31][C:30]([Cl:33])=[CH:29][C:24]=1[C:25]([O:27][CH3:28])=[O:26], predict the reaction product. The product is: [Cl:33][C:30]1[CH:31]=[CH:32][C:23]([NH:22][CH:1]2[CH2:6][CH2:5][CH2:4][CH2:3][CH2:2]2)=[C:24]([CH:29]=1)[C:25]([O:27][CH3:28])=[O:26]. (4) Given the reactants [CH3:1][O:2][C:3](=[O:12])[CH2:4][S:5][C:6]1[S:10][C:9]([NH2:11])=[N:8][CH:7]=1.C1N=CN([C:18](N2C=NC=C2)=[O:19])C=1.[F:25][C:26]([F:42])([C:36]1[CH:41]=[CH:40][CH:39]=[CH:38][CH:37]=1)[CH2:27][NH:28][CH:29]1[CH2:34][CH2:33][CH:32]([CH3:35])[CH2:31][CH2:30]1, predict the reaction product. The product is: [CH3:1][O:2][C:3](=[O:12])[CH2:4][S:5][C:6]1[S:10][C:9]([NH:11][C:18]([N:28]([CH2:27][C:26]([F:42])([F:25])[C:36]2[CH:37]=[CH:38][CH:39]=[CH:40][CH:41]=2)[CH:29]2[CH2:30][CH2:31][CH:32]([CH3:35])[CH2:33][CH2:34]2)=[O:19])=[N:8][CH:7]=1. (5) Given the reactants [F:1][C:2]1[CH:3]=[C:4]2[C:8](=[CH:9][CH:10]=1)[NH:7][CH:6]=[C:5]2[CH2:11][CH2:12][CH2:13][NH:14][CH:15]1[CH2:24][C:23]2[C:18](=[CH:19][CH:20]=[CH:21][C:22]=2[O:25][CH3:26])[O:17][CH2:16]1.[C:27]1(=O)[CH2:31][CH2:30][CH2:29][CH2:28]1.C(O)(=O)C.C([BH3-])#N.[Na+], predict the reaction product. The product is: [CH:27]1([N:14]([CH2:13][CH2:12][CH2:11][C:5]2[C:4]3[C:8](=[CH:9][CH:10]=[C:2]([F:1])[CH:3]=3)[NH:7][CH:6]=2)[CH:15]2[CH2:24][C:23]3[C:18](=[CH:19][CH:20]=[CH:21][C:22]=3[O:25][CH3:26])[O:17][CH2:16]2)[CH2:31][CH2:30][CH2:29][CH2:28]1. (6) The product is: [CH3:1][O:2][C:3]1[CH:4]=[C:5]2[C:10](=[CH:11][C:12]=1[O:13][CH3:14])[N:9]=[CH:8][CH:7]=[C:6]2[O:15][C:16]1[CH:22]=[CH:21][C:19]([NH:20][C:27](=[O:33])[O:26][C:24]2[CH:43]=[CH:44][C:39]([CH2:35][CH2:36][CH2:37][CH3:38])=[CH:40][CH:41]=2)=[CH:18][CH:17]=1. Given the reactants [CH3:1][O:2][C:3]1[CH:4]=[C:5]2[C:10](=[CH:11][C:12]=1[O:13][CH3:14])[N:9]=[CH:8][CH:7]=[C:6]2[O:15][C:16]1[CH:22]=[CH:21][C:19]([NH2:20])=[CH:18][CH:17]=1.Cl[C:24](Cl)([O:26][C:27](=[O:33])OC(Cl)(Cl)Cl)Cl.[CH2:35]([C:39]1[CH:44]=[CH:43]C(O)=[CH:41][CH:40]=1)[CH2:36][CH2:37][CH3:38].C(=O)(O)[O-].[Na+], predict the reaction product. (7) Given the reactants [C:1]1([CH:7]([OH:13])[CH2:8][CH2:9][C:10]#[C:11][CH3:12])[CH:6]=[CH:5][CH:4]=[CH:3][CH:2]=1.C[Si]([O:18][S:19]([C:22]([F:25])([F:24])[F:23])(=[O:21])=[O:20])(C)C.C([O-])(O)=O.[Na+], predict the reaction product. The product is: [F:23][C:22]([F:25])([F:24])[S:19]([O:18]/[C:11](=[C:10]1/[CH:2]([CH:1]([CH3:7])[CH3:6])[O:13][CH:7]([C:1]2[CH:6]=[CH:5][CH:4]=[CH:3][CH:2]=2)[CH2:8][CH2:9]/1)/[CH3:12])(=[O:20])=[O:21]. (8) Given the reactants [CH2:1]([O:8][C:9]1[CH:10]=[C:11]2[C:15](=[CH:16][CH:17]=1)[NH:14][CH2:13][CH2:12]2)[C:2]1[CH:7]=[CH:6][CH:5]=[CH:4][CH:3]=1.[C:18]([O:22][C:23](O[C:23]([O:22][C:18]([CH3:21])([CH3:20])[CH3:19])=[O:24])=[O:24])([CH3:21])([CH3:20])[CH3:19], predict the reaction product. The product is: [C:18]([O:22][C:23]([N:14]1[C:15]2[C:11](=[CH:10][C:9]([O:8][CH2:1][C:2]3[CH:3]=[CH:4][CH:5]=[CH:6][CH:7]=3)=[CH:17][CH:16]=2)[CH2:12][CH2:13]1)=[O:24])([CH3:21])([CH3:20])[CH3:19].